From a dataset of Full USPTO retrosynthesis dataset with 1.9M reactions from patents (1976-2016). Predict the reactants needed to synthesize the given product. (1) Given the product [I:1][C:2]1[CH:23]=[CH:22][C:5]2[NH:6][C:7]([C@@H:9]3[CH2:13][C@H:12]([CH3:14])[CH2:11][NH:10]3)=[N:8][C:4]=2[CH:3]=1, predict the reactants needed to synthesize it. The reactants are: [I:1][C:2]1[CH:23]=[CH:22][C:5]2[NH:6][C:7]([C@@H:9]3[CH2:13][C@H:12]([CH3:14])[CH2:11][N:10]3C(OC(C)(C)C)=O)=[N:8][C:4]=2[CH:3]=1.C(O)(C(F)(F)F)=O. (2) The reactants are: C1(P(C2C=CC=CC=2)C2C=CC=CC=2)C=CC=CC=1.II.CCN(CC)CC.[CH2:29]([O:36][C@H:37]([C:64]([F:67])([F:66])[F:65])[C@@H:38]([NH:53][C:54]1[CH:59]=[CH:58][C:57]([C:60]#[N:61])=[C:56]([Cl:62])[C:55]=1[CH3:63])[C:39]([NH:41][NH:42][C:43](=O)[C:44]1[CH:49]=[CH:48][C:47]([C:50]#[N:51])=[CH:46][CH:45]=1)=[O:40])[C:30]1[CH:35]=[CH:34][CH:33]=[CH:32][CH:31]=1. Given the product [CH2:29]([O:36][C@H:37]([C:64]([F:65])([F:67])[F:66])[C@@H:38]([NH:53][C:54]1[CH:59]=[CH:58][C:57]([C:60]#[N:61])=[C:56]([Cl:62])[C:55]=1[CH3:63])[C:39]1[O:40][C:43]([C:44]2[CH:49]=[CH:48][C:47]([C:50]#[N:51])=[CH:46][CH:45]=2)=[N:42][N:41]=1)[C:30]1[CH:35]=[CH:34][CH:33]=[CH:32][CH:31]=1, predict the reactants needed to synthesize it. (3) Given the product [C:4]([C@@H:6]1[CH2:7][C@H:21]([C:19]([OH:18])=[O:20])[C:9]1([CH3:10])[CH3:8])(=[O:5])[CH3:3], predict the reactants needed to synthesize it. The reactants are: CC1[C@@H:8]2[C:9](C)([CH3:10])[C@@H:6]([CH2:7]2)[C:4](=[O:5])[CH:3]=1.C(#N)C.O.CC[O:18][C:19]([CH3:21])=[O:20]. (4) Given the product [CH3:1][O:2][C:3]([C:5]1[C:6]([CH2:26][O:27][CH3:28])=[N:7][C:8]2[C:13]([C:14]=1[NH:35][C:34]1[CH:36]=[CH:37][C:31]([C:30]([F:29])([F:38])[F:39])=[CH:32][CH:33]=1)=[CH:12][CH:11]=[C:10]([C:16]1[C:21]([C:22]([F:25])([F:24])[F:23])=[CH:20][CH:19]=[CH:18][N:17]=1)[N:9]=2)=[O:4], predict the reactants needed to synthesize it. The reactants are: [CH3:1][O:2][C:3]([C:5]1[C:6]([CH2:26][O:27][CH3:28])=[N:7][C:8]2[C:13]([C:14]=1Cl)=[CH:12][CH:11]=[C:10]([C:16]1[C:21]([C:22]([F:25])([F:24])[F:23])=[CH:20][CH:19]=[CH:18][N:17]=1)[N:9]=2)=[O:4].[F:29][C:30]([F:39])([F:38])[C:31]1[CH:37]=[CH:36][C:34]([NH2:35])=[CH:33][CH:32]=1. (5) The reactants are: [C:1]1([C:7]2([CH2:11][C:12]([C:14]3[CH:19]=[CH:18][CH:17]=[CH:16][N:15]=3)=[O:13])[CH2:10][CH2:9][CH2:8]2)[CH:6]=[CH:5][CH:4]=[CH:3][CH:2]=1.[BH4-].[Na+].ClCCl. Given the product [C:1]1([C:7]2([CH2:11][CH:12]([C:14]3[CH:19]=[CH:18][CH:17]=[CH:16][N:15]=3)[OH:13])[CH2:10][CH2:9][CH2:8]2)[CH:2]=[CH:3][CH:4]=[CH:5][CH:6]=1, predict the reactants needed to synthesize it. (6) The reactants are: [CH3:1][C:2](=[CH2:35])[CH2:3][C@:4]1([C:29]2[CH:34]=[CH:33][CH:32]=[CH:31][CH:30]=2)[CH2:10][CH2:9][CH2:8][N:7]([C@H:11]([C:13]2[CH:18]=[CH:17][C:16]([B:19]3[O:23][C:22]([CH3:25])([CH3:24])[C:21]([CH3:27])([CH3:26])[O:20]3)=[CH:15][CH:14]=2)[CH3:12])[C:6](=[O:28])[NH:5]1.C1([SiH3])C=CC=CC=1.C([OH:46])(C)C.C(Cl)Cl. Given the product [OH:46][C:2]([CH3:1])([CH3:35])[CH2:3][C@:4]1([C:29]2[CH:30]=[CH:31][CH:32]=[CH:33][CH:34]=2)[CH2:10][CH2:9][CH2:8][N:7]([C@H:11]([C:13]2[CH:18]=[CH:17][C:16]([B:19]3[O:20][C:21]([CH3:26])([CH3:27])[C:22]([CH3:24])([CH3:25])[O:23]3)=[CH:15][CH:14]=2)[CH3:12])[C:6](=[O:28])[NH:5]1, predict the reactants needed to synthesize it. (7) Given the product [Br:8][C:6]1[CH:7]=[C:2]([NH:1][S:19]([C:15]2[CH:16]=[CH:17][CH:18]=[C:13]([O:12][CH:11]([F:10])[F:23])[CH:14]=2)(=[O:21])=[O:20])[C:3]([Cl:9])=[N:4][CH:5]=1, predict the reactants needed to synthesize it. The reactants are: [NH2:1][C:2]1[C:3]([Cl:9])=[N:4][CH:5]=[C:6]([Br:8])[CH:7]=1.[F:10][CH:11]([F:23])[O:12][C:13]1[CH:14]=[C:15]([S:19](Cl)(=[O:21])=[O:20])[CH:16]=[CH:17][CH:18]=1. (8) Given the product [OH:4][CH2:5][C:6]1[N:10]([CH2:11][CH2:12][CH2:13][C:14]([F:16])([F:15])[F:17])[C:9]2[CH:18]=[CH:19][C:20]([C:22]#[N:23])=[CH:21][C:8]=2[N:7]=1, predict the reactants needed to synthesize it. The reactants are: C([O:4][CH2:5][C:6]1[N:10]([CH2:11][CH2:12][CH2:13][C:14]([F:17])([F:16])[F:15])[C:9]2[CH:18]=[CH:19][C:20]([C:22]#[N:23])=[CH:21][C:8]=2[N:7]=1)(=O)C.C([O-])([O-])=O.[Na+].[Na+].CC(O)=O. (9) Given the product [CH2:27]([O:26][C:15]1[C:16]([CH2:24][CH3:25])=[CH:17][C:18]2[CH:19]3[CH:10]([CH2:11][CH2:12][C:13]=2[CH:14]=1)[CH:9]1[C:22]([CH3:23])([C:6](=[CH:5][CH2:4][OH:3])[CH2:7][CH2:8]1)[CH2:21][CH2:20]3)[C:28]1[CH:29]=[CH:30][CH:31]=[CH:32][CH:33]=1, predict the reactants needed to synthesize it. The reactants are: C([O:3][C:4](=O)[CH:5]=[C:6]1[C:22]2([CH3:23])[CH:9]([CH:10]3[CH:19]([CH2:20][CH2:21]2)[C:18]2[CH:17]=[C:16]([CH2:24][CH3:25])[C:15]([O:26][CH2:27][C:28]4[CH:33]=[CH:32][CH:31]=[CH:30][CH:29]=4)=[CH:14][C:13]=2[CH2:12][CH2:11]3)[CH2:8][CH2:7]1)C.[H-].[H-].[H-].[H-].[Li+].[Al+3].